This data is from Full USPTO retrosynthesis dataset with 1.9M reactions from patents (1976-2016). The task is: Predict the reactants needed to synthesize the given product. (1) Given the product [CH2:13]([O:15][C:16](=[O:30])[C:17]([C:20]1[CH:21]=[N:22][C:23]([NH:29][C:9]([C:7]2[NH:6][C:5]3[S:12][C:2]([Cl:1])=[CH:3][C:4]=3[CH:8]=2)=[O:10])=[C:24]([O:26][CH2:27][CH3:28])[CH:25]=1)([OH:19])[CH3:18])[CH3:14], predict the reactants needed to synthesize it. The reactants are: [Cl:1][C:2]1[S:12][C:5]2[NH:6][C:7]([C:9](Cl)=[O:10])=[CH:8][C:4]=2[CH:3]=1.[CH2:13]([O:15][C:16](=[O:30])[C:17]([C:20]1[CH:21]=[N:22][C:23]([NH2:29])=[C:24]([O:26][CH2:27][CH3:28])[CH:25]=1)([OH:19])[CH3:18])[CH3:14]. (2) Given the product [F:17][C:18]1[CH:19]=[C:20]([CH:24]([O:25][C:10](=[O:11])[O:9][C@@H:3]2[CH:4]3[CH2:5][CH2:6][N:1]([CH2:8][CH2:7]3)[CH2:2]2)[C:26]2[CH:31]=[CH:30][C:29]([S:32][CH3:33])=[CH:28][CH:27]=2)[CH:21]=[CH:22][CH:23]=1, predict the reactants needed to synthesize it. The reactants are: [N:1]12[CH2:8][CH2:7][CH:4]([CH2:5][CH2:6]1)[C@@H:3]([O:9][C:10](N1C=CN=C1)=[O:11])[CH2:2]2.[F:17][C:18]1[CH:19]=[C:20]([CH:24]([C:26]2[CH:31]=[CH:30][C:29]([S:32][CH3:33])=[CH:28][CH:27]=2)[OH:25])[CH:21]=[CH:22][CH:23]=1.